Dataset: NCI-60 drug combinations with 297,098 pairs across 59 cell lines. Task: Regression. Given two drug SMILES strings and cell line genomic features, predict the synergy score measuring deviation from expected non-interaction effect. (1) Drug 1: C1CCC(C(C1)N)N.C(=O)(C(=O)[O-])[O-].[Pt+4]. Drug 2: C1CN(P(=O)(OC1)NCCCl)CCCl. Cell line: CAKI-1. Synergy scores: CSS=14.9, Synergy_ZIP=-23.3, Synergy_Bliss=-40.3, Synergy_Loewe=-36.1, Synergy_HSA=-35.8. (2) Drug 1: C1CCC(CC1)NC(=O)N(CCCl)N=O. Drug 2: CCN(CC)CCNC(=O)C1=C(NC(=C1C)C=C2C3=C(C=CC(=C3)F)NC2=O)C. Cell line: HT29. Synergy scores: CSS=15.2, Synergy_ZIP=-3.62, Synergy_Bliss=5.88, Synergy_Loewe=2.32, Synergy_HSA=3.75. (3) Drug 1: COC1=CC(=CC(=C1O)OC)C2C3C(COC3=O)C(C4=CC5=C(C=C24)OCO5)OC6C(C(C7C(O6)COC(O7)C8=CC=CS8)O)O. Drug 2: C1CNP(=O)(OC1)N(CCCl)CCCl. Cell line: HCT-15. Synergy scores: CSS=52.0, Synergy_ZIP=1.15, Synergy_Bliss=2.30, Synergy_Loewe=-65.8, Synergy_HSA=1.60. (4) Drug 1: CC1C(C(=O)NC(C(=O)N2CCCC2C(=O)N(CC(=O)N(C(C(=O)O1)C(C)C)C)C)C(C)C)NC(=O)C3=C4C(=C(C=C3)C)OC5=C(C(=O)C(=C(C5=N4)C(=O)NC6C(OC(=O)C(N(C(=O)CN(C(=O)C7CCCN7C(=O)C(NC6=O)C(C)C)C)C)C(C)C)C)N)C. Drug 2: CC12CCC3C(C1CCC2OP(=O)(O)O)CCC4=C3C=CC(=C4)OC(=O)N(CCCl)CCCl.[Na+]. Cell line: SR. Synergy scores: CSS=78.6, Synergy_ZIP=5.16, Synergy_Bliss=2.74, Synergy_Loewe=-4.28, Synergy_HSA=4.45. (5) Drug 1: C1=NC(=NC(=O)N1C2C(C(C(O2)CO)O)O)N. Drug 2: CC(C)NC(=O)C1=CC=C(C=C1)CNNC.Cl. Cell line: U251. Synergy scores: CSS=43.8, Synergy_ZIP=2.24, Synergy_Bliss=6.16, Synergy_Loewe=-27.2, Synergy_HSA=5.36. (6) Drug 2: CN(C)C1=NC(=NC(=N1)N(C)C)N(C)C. Cell line: HOP-62. Drug 1: CCC1=CC2CC(C3=C(CN(C2)C1)C4=CC=CC=C4N3)(C5=C(C=C6C(=C5)C78CCN9C7C(C=CC9)(C(C(C8N6C)(C(=O)OC)O)OC(=O)C)CC)OC)C(=O)OC.C(C(C(=O)O)O)(C(=O)O)O. Synergy scores: CSS=6.44, Synergy_ZIP=-1.63, Synergy_Bliss=2.91, Synergy_Loewe=-36.2, Synergy_HSA=-1.07. (7) Drug 1: C1=NC2=C(N1)C(=S)N=CN2. Drug 2: C1=NNC2=C1C(=O)NC=N2. Cell line: SK-OV-3. Synergy scores: CSS=18.6, Synergy_ZIP=-8.18, Synergy_Bliss=-3.14, Synergy_Loewe=-20.5, Synergy_HSA=-2.48. (8) Cell line: SK-MEL-2. Drug 1: CC(C1=C(C=CC(=C1Cl)F)Cl)OC2=C(N=CC(=C2)C3=CN(N=C3)C4CCNCC4)N. Drug 2: CS(=O)(=O)C1=CC(=C(C=C1)C(=O)NC2=CC(=C(C=C2)Cl)C3=CC=CC=N3)Cl. Synergy scores: CSS=5.45, Synergy_ZIP=1.82, Synergy_Bliss=5.26, Synergy_Loewe=-7.88, Synergy_HSA=0.000880.